Dataset: Experimental lipophilicity measurements (octanol/water distribution) for 4,200 compounds from AstraZeneca. Task: Regression/Classification. Given a drug SMILES string, predict its absorption, distribution, metabolism, or excretion properties. Task type varies by dataset: regression for continuous measurements (e.g., permeability, clearance, half-life) or binary classification for categorical outcomes (e.g., BBB penetration, CYP inhibition). For this dataset (lipophilicity_astrazeneca), we predict Y. (1) The drug is Cc1cc(CNc2ncc(Cl)c(Nc3cc(C)[nH]n3)n2)on1. The Y is 2.68 logD. (2) The compound is O=C(O)C(c1ccccc1)N1CCCC(CN2CCC(Oc3ccc(Cl)c(Cl)c3)CC2)C1. The Y is 2.60 logD. (3) The drug is O=C(NCC12CC3CC(CC(C3)C1)C2)c1ccnc(N2CCNCC2)c1Cl. The Y is 1.77 logD. (4) The Y is 1.84 logD. The drug is c1nc(N2CCCCC2)c2nc[nH]c2n1. (5) The compound is O=C(NC1CCCCC1)N1CCN(c2ccccc2Cl)CC1. The Y is 3.78 logD. (6) The drug is COc1cc2c(N3CCN(C(=O)Nc4ccc(OC(C)C)cc4)CC3)ncnc2cc1OCCCN1CCCCC1. The Y is 2.60 logD.